Dataset: Forward reaction prediction with 1.9M reactions from USPTO patents (1976-2016). Task: Predict the product of the given reaction. (1) Given the reactants [C:1]([OH:5])(=O)[CH2:2][OH:3].[CH2:6]([NH2:14])[CH2:7][CH2:8][CH2:9][CH2:10][CH2:11][CH2:12][CH3:13], predict the reaction product. The product is: [CH2:6]([NH:14][C:1](=[O:5])[CH2:2][OH:3])[CH2:7][CH2:8][CH2:9][CH2:10][CH2:11][CH2:12][CH3:13]. (2) Given the reactants [CH3:1][C:2]([C:4]1[CH:9]=[CH:8][C:7]([NH2:10])=[CH:6][CH:5]=1)=O.Cl.[CH3:12][O:13][NH2:14].Cl, predict the reaction product. The product is: [CH3:12][O:13][N:14]=[C:2]([C:4]1[CH:9]=[CH:8][C:7]([NH2:10])=[CH:6][CH:5]=1)[CH3:1]. (3) Given the reactants [OH:1][C:2]1[C:11]2[C:6](=[CH:7][CH:8]=[CH:9][CH:10]=2)[C:5]([C:12]2[CH:17]=[CH:16][C:15]([F:18])=[CH:14][CH:13]=2)=[C:4]([C:19]([O:21]C2C=CC=CC=2)=[O:20])[CH:3]=1.[OH-].[Na+], predict the reaction product. The product is: [F:18][C:15]1[CH:14]=[CH:13][C:12]([C:5]2[C:6]3[C:11](=[CH:10][CH:9]=[CH:8][CH:7]=3)[C:2]([OH:1])=[CH:3][C:4]=2[C:19]([OH:21])=[O:20])=[CH:17][CH:16]=1. (4) Given the reactants [Cl:1][C:2]1[CH:18]=[CH:17][C:5]2[CH2:6][CH2:7][N:8]([C:11](=[O:16])[C:12]([F:15])([F:14])[F:13])[CH2:9][CH2:10][C:4]=2[C:3]=1OS(C(F)(F)F)(=O)=O.[CH3:27][C:28]([CH3:46])([CH3:45])[CH2:29][C:30]([C:32]1[S:36][C:35]([C:37]2[CH:44]=[CH:43][C:40]([CH2:41][NH2:42])=[CH:39][CH:38]=2)=[CH:34][CH:33]=1)=[O:31].C1C=CC(P(C2C(C3C(P(C4C=CC=CC=4)C4C=CC=CC=4)=CC=C4C=3C=CC=C4)=C3C(C=CC=C3)=CC=2)C2C=CC=CC=2)=CC=1.C(=O)([O-])[O-].[Cs+].[Cs+], predict the reaction product. The product is: [Cl:1][C:2]1[CH:18]=[CH:17][C:5]2[CH2:6][CH2:7][N:8]([C:11](=[O:16])[C:12]([F:13])([F:15])[F:14])[CH2:9][CH2:10][C:4]=2[C:3]=1[NH:42][CH2:41][C:40]1[CH:39]=[CH:38][C:37]([C:35]2[S:36][C:32]([C:30](=[O:31])[CH2:29][C:28]([CH3:46])([CH3:45])[CH3:27])=[CH:33][CH:34]=2)=[CH:44][CH:43]=1.